Task: Predict the reaction yield, written as a fraction of the theoretical maximum amount of product (1.0 means a 100% yield; for example, 0.34 means a 34% yield).. Dataset: Reaction yield outcomes from USPTO patents with 853,638 reactions (1) The reactants are CCCC[N+](CCCC)(CCCC)CCCC.[F-].C([SiH2][O:24][C:25](C)(C)[C:26]1[CH:27]=[C:28]([CH2:33][CH2:34][NH:35][C:36](=[O:38])[CH3:37])[CH:29]=[CH:30][C:31]=1[Cl:32])(C)(C)C.[NH4+].[Cl-]. The catalyst is C1COCC1. The product is [Cl:32][C:31]1[CH:30]=[CH:29][C:28]([CH2:33][CH2:34][NH:35][C:36](=[O:38])[CH3:37])=[CH:27][C:26]=1[CH2:25][OH:24]. The yield is 0.790. (2) The reactants are [O:1]=[C:2]1[C:10]2[C:5](=[CH:6][CH:7]=[CH:8][CH:9]=2)[C:4](=[O:11])[N:3]1[CH2:12][CH:13]=O.Cl.[C:16]([O:20][C:21](=[O:28])[C@H:22]([C@H:24]([CH2:26][CH3:27])[CH3:25])[NH2:23])([CH3:19])([CH3:18])[CH3:17].C([BH3-])#N.[Na+].C(O)(=O)C. The catalyst is CO. The product is [O:11]=[C:4]1[C:5]2[C:10](=[CH:9][CH:8]=[CH:7][CH:6]=2)[C:2](=[O:1])[N:3]1[CH2:12][CH2:13][NH:23][C@@H:22]([C@@H:24]([CH3:25])[CH2:26][CH3:27])[C:21]([O:20][C:16]([CH3:17])([CH3:18])[CH3:19])=[O:28]. The yield is 0.590. (3) The reactants are [CH3:1][N:2]([CH3:36])[CH2:3][CH2:4][CH2:5][O:6][C:7]1[CH:12]=[CH:11][C:10]([C:13]2[NH:22][C:16]3=[N:17][CH:18]=[C:19]([CH3:21])[CH:20]=[C:15]3[C:14]=2[CH:23]2[CH2:28][CH2:27][CH2:26][N:25](C(OC(C)(C)C)=O)[CH2:24]2)=[CH:9][CH:8]=1.Cl. The catalyst is O1CCOCC1. The product is [CH3:36][N:2]([CH3:1])[CH2:3][CH2:4][CH2:5][O:6][C:7]1[CH:8]=[CH:9][C:10]([C:13]2[NH:22][C:16]3=[N:17][CH:18]=[C:19]([CH3:21])[CH:20]=[C:15]3[C:14]=2[CH:23]2[CH2:28][CH2:27][CH2:26][NH:25][CH2:24]2)=[CH:11][CH:12]=1. The yield is 0.160. (4) The reactants are [Cl:1][C:2]1[CH:34]=[CH:33][C:5]([O:6][C:7]2[CH:12]=[CH:11][C:10]([N:13]([C:27](=O)[CH2:28][CH2:29][CH2:30][CH3:31])[CH2:14][C:15]([C:17]3[CH:22]=[CH:21][C:20]([O:23]C(=O)C)=[CH:19][CH:18]=3)=O)=[CH:9][CH:8]=2)=[CH:4][CH:3]=1.C([O-])(=O)C.[NH4+:39]. The catalyst is C(O)(=O)C. The product is [CH2:28]([C:27]1[N:13]([C:10]2[CH:11]=[CH:12][C:7]([O:6][C:5]3[CH:33]=[CH:34][C:2]([Cl:1])=[CH:3][CH:4]=3)=[CH:8][CH:9]=2)[CH:14]=[C:15]([C:17]2[CH:22]=[CH:21][C:20]([OH:23])=[CH:19][CH:18]=2)[N:39]=1)[CH2:29][CH2:30][CH3:31]. The yield is 0.656.